This data is from Antibody developability classification from SAbDab with 2,409 antibodies. The task is: Regression/Classification. Given an antibody's heavy chain and light chain sequences, predict its developability. TAP uses regression for 5 developability metrics; SAbDab uses binary classification. (1) The antibody is ['QVQLQESGPGLVAPSQSLSITCTVSGFSLTGYGVNWVRQLPGKGLEWLGMIWGDGNTAYNSALKSRLSISKDNSKSQVFLEMDSLHTDDTARYYCARERDYRLDYWGQGTTVTVSS', 'DIVLTQSPASLSASVGETVTITCRAGGNTHNYLAWYQQKQGKSPQLLVYYTTTLAAGVPSRFSGSGSGTQYSLKINSLQPDDFGSYYCQHFWSTPRSFGGGTKLEI']. Result: 0 (not developable). (2) The antibody is ['VQLQQSGAELVRSGASVKLSCTASGFNIKDYYMYWVKLRPEQGLEWIGWIDPENGDTEYVPTFQGKVTMTADTSSNTAYLQLSSLTSEDTAVYYCNAGVITMMGYQAMDYWGQGTTVTTSS', 'DIVLTQSPASLAVSLGQPATISCGASKSVRTSGYSYMDWNQQKPGQPPRRLIYLVSNLESGVPARFSGSGSGTDFTLNIHPVEEEDAATYYCSHIRELPRSSGGGTKLEIK']. Result: 0 (not developable). (3) The antibody is ['6ayn', 'PROT_D746F282']. Result: 0 (not developable). (4) The antibody is ['QVQLQQSGAELARPGASVKLSCKASGYTFTSYGITWVKQRTGQGLEWIGEIYPRSGKNWYNERFKGKATLTADTSSSTAYMEFRSLTSEDSAVYFCARTEYGSSPQWYFDAWGTGTTVTVSS', 'SIVMTQTPKFLPVTADDRVTITCKASQILNNEVAWYQQKPGQSPKLLIFYASNRYTGVPDRFTGSGSGTDFTFTISSVQVEDLAVYFCQQHYSSPYTFGGGTKLEVK']. Result: 1 (developable).